Dataset: hERG Central: cardiac toxicity at 1µM, 10µM, and general inhibition. Task: Predict hERG channel inhibition at various concentrations. (1) Results: hERG_inhib (hERG inhibition (general)): blocker. The drug is COc1ccccc1/C=C/CN1CCC(n2nccc2NC(=O)C2CC2)CC1. (2) The compound is COc1ccc(C(=O)N/C(=C/c2ccc(Cl)cc2)C(=O)NCc2ccncc2)cc1. Results: hERG_inhib (hERG inhibition (general)): blocker.